From a dataset of Forward reaction prediction with 1.9M reactions from USPTO patents (1976-2016). Predict the product of the given reaction. Given the reactants [N:1]1([C:7]([N:9]2[CH2:14][CH:13]([C:15]3[CH:20]=[CH:19][C:18]([O:21][C:22]([F:25])([F:24])[F:23])=[CH:17][CH:16]=3)[CH2:12][CH:11]([C:26](O)=[O:27])[CH2:10]2)=[O:8])[CH2:6][CH2:5][O:4][CH2:3][CH2:2]1.O[N:30]=[C:31]([C:33]1[CH:38]=[CH:37][CH:36]=[C:35]([C:39]([F:42])([F:41])[F:40])[CH:34]=1)[NH2:32], predict the reaction product. The product is: [N:1]1([C:7]([N:9]2[CH2:10][CH:11]([C:26]3[O:27][N:32]=[C:31]([C:33]4[CH:38]=[CH:37][CH:36]=[C:35]([C:39]([F:40])([F:41])[F:42])[CH:34]=4)[N:30]=3)[CH2:12][CH:13]([C:15]3[CH:16]=[CH:17][C:18]([O:21][C:22]([F:23])([F:24])[F:25])=[CH:19][CH:20]=3)[CH2:14]2)=[O:8])[CH2:2][CH2:3][O:4][CH2:5][CH2:6]1.